From a dataset of Reaction yield outcomes from USPTO patents with 853,638 reactions. Predict the reaction yield, written as a fraction of the theoretical maximum amount of product (1.0 means a 100% yield; for example, 0.34 means a 34% yield). (1) The reactants are [Cl:1][C:2]1[C:7]([CH3:8])=[CH:6][C:5]([C:9](=[O:11])[CH3:10])=[C:4]([OH:12])[CH:3]=1.Cl[C:14]1[C:23]2[C:18](=[CH:19][C:20]([O:26][CH3:27])=[C:21]([O:24][CH3:25])[CH:22]=2)[N:17]=[CH:16][CH:15]=1.O. The catalyst is CN(C)C1C=CN=CC=1.ClC1C=CC=CC=1Cl. The product is [Cl:1][C:2]1[C:7]([CH3:8])=[CH:6][C:5]([C:9](=[O:11])[CH3:10])=[C:4]([O:12][C:14]2[C:23]3[C:18](=[CH:19][C:20]([O:26][CH3:27])=[C:21]([O:24][CH3:25])[CH:22]=3)[N:17]=[CH:16][CH:15]=2)[CH:3]=1. The yield is 0.100. (2) The reactants are [Cl:1][C:2]1[N:7]=[CH:6][N:5]=[C:4]([O:8][C:9]2[CH:14]=[CH:13][C:12]([NH:15][C:16]([NH:18][C:19]3[CH:24]=[CH:23][CH:22]=[CH:21][CH:20]=3)=[O:17])=[CH:11][CH:10]=2)[CH:3]=1.[CH3:25][O:26][C:27]1[CH:28]=[C:29]([CH:31]=[C:32]([O:36][CH3:37])[C:33]=1[O:34][CH3:35])[NH2:30].C(OCC)(=O)C.O. The catalyst is CN1CCCC1=O.CCCCCC. The product is [ClH:1].[C:19]1([NH:18][C:16]([NH:15][C:12]2[CH:13]=[CH:14][C:9]([O:8][C:4]3[CH:3]=[C:2]([NH:30][C:29]4[CH:31]=[C:32]([O:36][CH3:37])[C:33]([O:34][CH3:35])=[C:27]([O:26][CH3:25])[CH:28]=4)[N:7]=[CH:6][N:5]=3)=[CH:10][CH:11]=2)=[O:17])[CH:24]=[CH:23][CH:22]=[CH:21][CH:20]=1. The yield is 0.480. (3) The reactants are [Cl:1][C:2]1[CH:3]=[C:4]([CH:15]=[CH:16][C:17]=1[C:18]([F:21])([F:20])[F:19])[O:5][C:6]1[CH:11]=[CH:10][C:9]([CH2:12][CH2:13][NH2:14])=[CH:8][CH:7]=1.[CH3:22][O:23][C:24]1[N:29]=[CH:28][C:27]([CH2:30][C:31]2[C:32](=[O:39])[N:33]=[C:34](SC)[NH:35][CH:36]=2)=[CH:26][N:25]=1. The catalyst is C(O)C. The product is [Cl:1][C:2]1[CH:3]=[C:4]([CH:15]=[CH:16][C:17]=1[C:18]([F:19])([F:20])[F:21])[O:5][C:6]1[CH:11]=[CH:10][C:9]([CH2:12][CH2:13][NH:14][C:34]2[NH:35][CH:36]=[C:31]([CH2:30][C:27]3[CH:26]=[N:25][C:24]([O:23][CH3:22])=[N:29][CH:28]=3)[C:32](=[O:39])[N:33]=2)=[CH:8][CH:7]=1. The yield is 0.200. (4) The reactants are [Br:1][C:2]1[CH:7]=[CH:6][C:5]([NH2:8])=[C:4]([F:9])[CH:3]=1.C[Si]([N-][Si](C)(C)C)(C)C.[Li+].Cl[C:21]1[N:22]([CH3:33])[C:23](=[O:32])[C:24]([CH3:31])=[CH:25][C:26]=1[C:27]([O:29][CH3:30])=[O:28]. The catalyst is C1COCC1. The product is [Br:1][C:2]1[CH:7]=[CH:6][C:5]([NH:8][C:21]2[N:22]([CH3:33])[C:23](=[O:32])[C:24]([CH3:31])=[CH:25][C:26]=2[C:27]([O:29][CH3:30])=[O:28])=[C:4]([F:9])[CH:3]=1. The yield is 0.840. (5) The yield is 0.550. The product is [CH:20]([N:19]1[C:15]([C:13]2[N:14]=[C:7]3[C:6]4[CH:24]=[C:2]([C:34]5[CH:33]=[N:32][N:31]([CH3:30])[CH:35]=5)[CH:3]=[CH:4][C:5]=4[O:11][CH2:10][CH2:9][N:8]3[CH:12]=2)=[N:16][C:17]([CH3:23])=[N:18]1)([CH3:22])[CH3:21]. The catalyst is C(#N)C.CCOC(C)=O.C1C=CC([P]([Pd]([P](C2C=CC=CC=2)(C2C=CC=CC=2)C2C=CC=CC=2)([P](C2C=CC=CC=2)(C2C=CC=CC=2)C2C=CC=CC=2)[P](C2C=CC=CC=2)(C2C=CC=CC=2)C2C=CC=CC=2)(C2C=CC=CC=2)C2C=CC=CC=2)=CC=1. The reactants are Br[C:2]1[CH:3]=[CH:4][C:5]2[O:11][CH2:10][CH2:9][N:8]3[CH:12]=[C:13]([C:15]4[N:19]([CH:20]([CH3:22])[CH3:21])[N:18]=[C:17]([CH3:23])[N:16]=4)[N:14]=[C:7]3[C:6]=2[CH:24]=1.C([O-])(=O)C.[K+].[CH3:30][N:31]1[CH:35]=[CH:34][C:33](B2OC(C)(C)C(C)(C)O2)=[N:32]1. (6) The reactants are [NH2:1][C:2]1[CH:7]=[CH:6][C:5]([Br:8])=[CH:4][C:3]=1[C:9]([OH:12])([CH3:11])[CH3:10].[C:13]1(C)C=CC=C[CH:14]=1. No catalyst specified. The product is [Br:8][C:5]1[CH:6]=[CH:7][C:2]2[NH:1][CH:13]([CH3:14])[O:12][C:9]([CH3:10])([CH3:11])[C:3]=2[CH:4]=1. The yield is 0.780. (7) The reactants are Cl[C:2]1[C:11]2[C:6](=[CH:7][C:8]([F:12])=[CH:9][CH:10]=2)[N:5]=[C:4]([C:13]([F:22])([F:21])[C:14]2[CH:19]=[CH:18][C:17]([F:20])=[CH:16][CH:15]=2)[N:3]=1.[I-].[K+].CCN(C(C)C)C(C)C.[CH3:34][C:35]1[NH:39][N:38]=[C:37]([NH2:40])[CH:36]=1. The catalyst is CN(C=O)C.O. The product is [F:21][C:13]([F:22])([C:14]1[CH:19]=[CH:18][C:17]([F:20])=[CH:16][CH:15]=1)[C:4]1[N:3]=[C:2]([NH:40][C:37]2[CH:36]=[C:35]([CH3:34])[NH:39][N:38]=2)[C:11]2[C:6](=[CH:7][C:8]([F:12])=[CH:9][CH:10]=2)[N:5]=1. The yield is 0.190.